This data is from Forward reaction prediction with 1.9M reactions from USPTO patents (1976-2016). The task is: Predict the product of the given reaction. (1) Given the reactants [NH2:1][C:2]1[CH:11]=[CH:10][C:9]([C:12]#[N:13])=[C:8]2[C:3]=1[CH:4]=[CH:5][CH:6]=[N:7]2.S(=O)(=O)(O)[OH:15].[OH-].[Na+], predict the reaction product. The product is: [NH2:1][C:2]1[CH:11]=[CH:10][C:9]([C:12]([NH2:13])=[O:15])=[C:8]2[C:3]=1[CH:4]=[CH:5][CH:6]=[N:7]2. (2) Given the reactants [NH2:1][C@@H:2]([CH3:17])[C@@H:3]([C:5]1[CH:6]=[CH:7][C:8]([OH:16])=[C:9]([NH:11][S:12]([CH3:15])(=[O:14])=[O:13])[CH:10]=1)[OH:4].[CH2:18]([O:20][C:21]1[CH:22]=[C:23]([CH:26]=[C:27]([O:29][CH2:30][CH3:31])[CH:28]=1)[CH:24]=O)[CH3:19].O, predict the reaction product. The product is: [CH2:30]([O:29][C:27]1[CH:26]=[C:23]([CH:22]=[C:21]([O:20][CH2:18][CH3:19])[CH:28]=1)[CH2:24][NH:1][C@@H:2]([CH3:17])[C@@H:3]([C:5]1[CH:6]=[CH:7][C:8]([OH:16])=[C:9]([NH:11][S:12]([CH3:15])(=[O:14])=[O:13])[CH:10]=1)[OH:4])[CH3:31]. (3) The product is: [Br:1][C:2]1[C:15]2[C:6](=[CH:7][C:8]3[C:13]([CH:14]=2)=[C:12]([Br:17])[CH:11]=[CH:10][CH:9]=3)[CH:5]=[CH:4][CH:3]=1. Given the reactants [Br:1][C:2]1[C:15]2[C:14](=O)[C:13]3[C:8](=[CH:9][CH:10]=[CH:11][C:12]=3[Br:17])[C:7](=O)[C:6]=2[CH:5]=[CH:4][CH:3]=1.[BH4-].[Na+], predict the reaction product. (4) Given the reactants [CH2:1]=[C:2]1[O:6][C:4](=[O:5])[CH2:3]1.[Br:7][C:8]1[CH:14]=[CH:13][C:11]([NH2:12])=[C:10]([N+:15]([O-:17])=[O:16])[CH:9]=1.C(N(CC)CC)C, predict the reaction product. The product is: [Br:7][C:8]1[CH:14]=[CH:13][C:11]([NH:12][C:4](=[O:5])[CH2:3][C:2](=[O:6])[CH3:1])=[C:10]([N+:15]([O-:17])=[O:16])[CH:9]=1.